Predict the reactants needed to synthesize the given product. From a dataset of Full USPTO retrosynthesis dataset with 1.9M reactions from patents (1976-2016). (1) Given the product [CH2:1]([O:3][C:4]([C:6]1[CH:7]=[N:8][C:9]2[C:14]([C:15]=1[NH:30][C@H:27]1[CH2:26][CH2:25][C@H:24]([C:22]([O:21][CH2:19][CH3:20])=[O:23])[CH2:29][CH2:28]1)=[CH:13][CH:12]=[CH:11][C:10]=2[O:17][CH3:18])=[O:5])[CH3:2], predict the reactants needed to synthesize it. The reactants are: [CH2:1]([O:3][C:4]([C:6]1[CH:7]=[N:8][C:9]2[C:14]([C:15]=1Cl)=[CH:13][CH:12]=[CH:11][C:10]=2[O:17][CH3:18])=[O:5])[CH3:2].[CH2:19]([O:21][C:22]([C@H:24]1[CH2:29][CH2:28][C@H:27]([NH2:30])[CH2:26][CH2:25]1)=[O:23])[CH3:20]. (2) Given the product [CH3:19][O:12][C:11]([CH:10]1[C:3]2=[N:2][CH:7]=[CH:6][CH:5]=[C:4]2[CH2:8][CH2:9]1)=[O:13], predict the reactants needed to synthesize it. The reactants are: Cl.[N:2]1[CH:7]=[CH:6][CH:5]=[C:4]2[CH2:8][CH2:9][CH:10]([C:11]([OH:13])=[O:12])[C:3]=12.OS(O)(=O)=O.[CH3:19]O. (3) Given the product [ClH:3].[CH3:33][N:34]([CH2:35][C:36]1[N:37]([CH3:45])[C:38]2[C:43]([CH:44]=1)=[CH:42][CH:41]=[CH:40][CH:39]=2)[C:20](=[O:22])[CH:19]=[CH:18][C:16]1[CH:15]=[N:14][C:12]2[NH:13][C:7](=[O:6])[CH2:8][O:9][CH2:10][C:11]=2[CH:17]=1, predict the reactants needed to synthesize it. The reactants are: C(Cl)C[Cl:3].Cl.[O:6]=[C:7]1[NH:13][C:12]2[N:14]=[CH:15][C:16]([CH:18]=[CH:19][C:20]([OH:22])=O)=[CH:17][C:11]=2[CH2:10][O:9][CH2:8]1.C1C=CC2N(O)N=NC=2C=1.[CH3:33][NH:34][CH2:35][C:36]1[N:37]([CH3:45])[C:38]2[C:43]([CH:44]=1)=[CH:42][CH:41]=[CH:40][CH:39]=2.C(N(C(C)C)C(C)C)C. (4) Given the product [CH2:6]([O:8][C:9]([C:11]1[C:16]([O:17][CH2:18][CH3:19])=[C:15]([N:20]2[CH2:21][CH2:22][O:23][CH2:24][CH2:25]2)[N:14]=[C:13]([C:26]2[CH:27]=[CH:28][C:29]([O:32][C:4](=[O:5])[NH:3][CH2:1][CH3:2])=[CH:30][CH:31]=2)[N:12]=1)=[O:10])[CH3:7], predict the reactants needed to synthesize it. The reactants are: [CH2:1]([N:3]=[C:4]=[O:5])[CH3:2].[CH2:6]([O:8][C:9]([C:11]1[C:16]([O:17][CH2:18][CH3:19])=[C:15]([N:20]2[CH2:25][CH2:24][O:23][CH2:22][CH2:21]2)[N:14]=[C:13]([C:26]2[CH:31]=[CH:30][C:29]([OH:32])=[CH:28][CH:27]=2)[N:12]=1)=[O:10])[CH3:7]. (5) The reactants are: [C:1]([O:5][C:6](=[O:45])[CH2:7][C:8]1[CH:9]=[C:10]2[C:14](=[CH:15][CH:16]=1)[N:13](C1CCCCO1)[N:12]=[C:11]2[C:23]1[N:28]=[C:27]([O:29][C@H:30]2[CH2:37][N:36](C(OC(C)(C)C)=O)[CH2:35][CH2:34][C:31]32[CH2:33][CH2:32]3)[CH:26]=[N:25][CH:24]=1)(C)([CH3:3])[CH3:2].CC(O)C. Given the product [CH2:32]1[C:31]2([CH2:34][CH2:35][NH:36][CH2:37][C@@H:30]2[O:29][C:27]2[N:28]=[C:23]([C:11]3[C:10]4[C:14](=[CH:15][CH:16]=[C:8]([CH2:7][C:6]([O:5][CH:1]([CH3:3])[CH3:2])=[O:45])[CH:9]=4)[NH:13][N:12]=3)[CH:24]=[N:25][CH:26]=2)[CH2:33]1, predict the reactants needed to synthesize it. (6) Given the product [N+:1]([C:4]1[C:12]([NH2:13])=[CH:11][CH:10]=[C:9]2[C:5]=1[CH:6]=[N:7][NH:8]2)([O-:3])=[O:2], predict the reactants needed to synthesize it. The reactants are: [N+:1]([C:4]1[C:12]([NH:13]C(=O)C)=[CH:11][CH:10]=[C:9]2[C:5]=1[CH:6]=[N:7][NH:8]2)([O-:3])=[O:2]. (7) Given the product [F:1][C:2]1[CH:3]=[C:4]([C@@H:9]2[CH2:13][N:12]([CH2:14][CH2:15][O:16][CH3:17])[CH2:11][C@H:10]2[NH:18][C:19](=[O:40])[NH:20][C:21]2[N:25]([C:26]3[CH:27]=[CH:28][CH:29]=[CH:30][CH:31]=3)[N:24]=[C:23]([O:32][CH2:33][C:34]([OH:36])=[O:35])[C:22]=2[CH3:39])[CH:5]=[CH:6][C:7]=1[F:8], predict the reactants needed to synthesize it. The reactants are: [F:1][C:2]1[CH:3]=[C:4]([C@@H:9]2[CH2:13][N:12]([CH2:14][CH2:15][O:16][CH3:17])[CH2:11][C@H:10]2[NH:18][C:19](=[O:40])[NH:20][C:21]2[N:25]([C:26]3[CH:31]=[CH:30][CH:29]=[CH:28][CH:27]=3)[N:24]=[C:23]([O:32][CH2:33][C:34]([O:36]CC)=[O:35])[C:22]=2[CH3:39])[CH:5]=[CH:6][C:7]=1[F:8].[Li+].[OH-].Cl. (8) Given the product [C:18]([S:17][CH:10]([CH2:11][CH2:12][S:13][C:14](=[O:16])[CH3:15])[CH2:9][CH2:8][CH2:7][CH2:6][C:5]([OH:21])=[O:4])(=[O:20])[CH3:19], predict the reactants needed to synthesize it. The reactants are: C([O:4][C:5](=[O:21])[CH2:6][CH2:7][CH2:8][CH2:9][CH:10]([S:17][C:18](=[O:20])[CH3:19])[CH2:11][CH2:12][S:13][C:14](=[O:16])[CH3:15])(=O)C.O. (9) Given the product [CH2:1]([O:3][C:4](=[O:20])[CH:5]([CH2:25][C:24]1[CH:23]=[C:22]([F:21])[C:29]([F:30])=[C:28]([F:31])[CH:27]=1)[N:6]=[C:7]([C:14]1[CH:19]=[CH:18][CH:17]=[CH:16][CH:15]=1)[C:8]1[CH:9]=[CH:10][CH:11]=[CH:12][CH:13]=1)[CH3:2], predict the reactants needed to synthesize it. The reactants are: [CH2:1]([O:3][C:4](=[O:20])[CH2:5][N:6]=[C:7]([C:14]1[CH:19]=[CH:18][CH:17]=[CH:16][CH:15]=1)[C:8]1[CH:13]=[CH:12][CH:11]=[CH:10][CH:9]=1)[CH3:2].[F:21][C:22]1[CH:23]=[C:24]([CH:27]=[C:28]([F:31])[C:29]=1[F:30])[CH2:25]Br.C(=O)([O-])[O-].[K+].[K+].